Dataset: NCI-60 drug combinations with 297,098 pairs across 59 cell lines. Task: Regression. Given two drug SMILES strings and cell line genomic features, predict the synergy score measuring deviation from expected non-interaction effect. (1) Cell line: SW-620. Drug 2: C1=NC(=NC(=O)N1C2C(C(C(O2)CO)O)O)N. Synergy scores: CSS=32.6, Synergy_ZIP=-5.42, Synergy_Bliss=1.54, Synergy_Loewe=-16.9, Synergy_HSA=0.767. Drug 1: CC1=C(C(CCC1)(C)C)C=CC(=CC=CC(=CC(=O)O)C)C. (2) Drug 1: C1=CC(=CC=C1CCC2=CNC3=C2C(=O)NC(=N3)N)C(=O)NC(CCC(=O)O)C(=O)O. Drug 2: CC1C(C(CC(O1)OC2CC(OC(C2O)C)OC3=CC4=CC5=C(C(=O)C(C(C5)C(C(=O)C(C(C)O)O)OC)OC6CC(C(C(O6)C)O)OC7CC(C(C(O7)C)O)OC8CC(C(C(O8)C)O)(C)O)C(=C4C(=C3C)O)O)O)O. Cell line: NCI-H226. Synergy scores: CSS=6.08, Synergy_ZIP=-3.21, Synergy_Bliss=-0.565, Synergy_Loewe=-2.68, Synergy_HSA=-2.04. (3) Drug 1: CC12CCC3C(C1CCC2=O)CC(=C)C4=CC(=O)C=CC34C. Drug 2: C1CN(P(=O)(OC1)NCCCl)CCCl. Cell line: SN12C. Synergy scores: CSS=23.0, Synergy_ZIP=0.699, Synergy_Bliss=1.06, Synergy_Loewe=-15.6, Synergy_HSA=0.719.